Task: Predict the product of the given reaction.. Dataset: Forward reaction prediction with 1.9M reactions from USPTO patents (1976-2016) (1) Given the reactants [C:1](N1C=CN=C1)([N:3]1C=CN=[CH:4]1)=[O:2].[NH2:13][CH2:14][C:15]1[N:20]=[C:19]([C:21]#[C:22][C:23]2[C:24]([NH:29][C:30]3[CH:35]=[CH:34][C:33]([O:36][CH2:37][C:38]4[CH:43]=[CH:42][CH:41]=[C:40]([F:44])[CH:39]=4)=[C:32]([Cl:45])[CH:31]=3)=[N:25][CH:26]=[N:27][CH:28]=2)[CH:18]=[CH:17][CH:16]=1.C(O)(C(F)(F)F)=O.CCN(C(C)C)C(C)C.CN, predict the reaction product. The product is: [Cl:45][C:32]1[CH:31]=[C:30]([CH:35]=[CH:34][C:33]=1[O:36][CH2:37][C:38]1[CH:43]=[CH:42][CH:41]=[C:40]([F:44])[CH:39]=1)[NH:29][C:24]1[C:23]([C:22]#[C:21][C:19]2[N:20]=[C:15]([CH2:14][NH:13][C:1]([NH:3][CH3:4])=[O:2])[CH:16]=[CH:17][CH:18]=2)=[CH:28][N:27]=[CH:26][N:25]=1. (2) Given the reactants [C:1]([C:4]1[N:5]([CH2:18][O:19][C:20](=[O:25])[C:21]([CH3:24])([CH3:23])[CH3:22])[CH:6]=[C:7]([CH2:9][O:10][Si](C(C)(C)C)(C)C)[N:8]=1)(=[O:3])[CH3:2].C(O)(=O)C.CCCC[N+](CCCC)(CCCC)CCCC.[F-], predict the reaction product. The product is: [C:1]([C:4]1[N:5]([CH2:18][O:19][C:20](=[O:25])[C:21]([CH3:24])([CH3:23])[CH3:22])[CH:6]=[C:7]([CH2:9][OH:10])[N:8]=1)(=[O:3])[CH3:2]. (3) Given the reactants [BH4-].[Na+].[CH:3]([O:6][C:7]1[CH:12]=[CH:11][C:10]([S:13]([NH2:16])(=[O:15])=[O:14])=[CH:9][C:8]=1[N+:17]([O-])=O)([CH3:5])[CH3:4].O, predict the reaction product. The product is: [NH2:17][C:8]1[CH:9]=[C:10]([S:13]([NH2:16])(=[O:14])=[O:15])[CH:11]=[CH:12][C:7]=1[O:6][CH:3]([CH3:5])[CH3:4]. (4) Given the reactants [F:1][C:2]1[CH:9]=[CH:8][C:7]([C:10]2[CH:15]=[CH:14][CH:13]=[C:12]([CH:16]=O)[N:11]=2)=[CH:6][C:3]=1[C:4]#[N:5].[NH2:18][C@@H:19]([CH2:23][OH:24])[CH:20]([CH3:22])[CH3:21].C(O)(=O)C.C([BH3-])#N, predict the reaction product. The product is: [F:1][C:2]1[CH:9]=[CH:8][C:7]([C:10]2[CH:15]=[CH:14][CH:13]=[C:12]([CH2:16][NH:18][C@H:19]([CH:20]([CH3:22])[CH3:21])[CH2:23][OH:24])[N:11]=2)=[CH:6][C:3]=1[C:4]#[N:5]. (5) Given the reactants Cl[C:2]1[CH:7]=[C:6]([O:8][C:9]2[C:10]([CH3:19])=[N:11][C:12]([N+:16]([O-:18])=[O:17])=[CH:13][C:14]=2[CH3:15])[CH:5]=[CH:4][N:3]=1.[CH3:20][N:21]1[CH:25]=[C:24](B2OC(C)(C)C(C)(C)O2)[CH:23]=[N:22]1.C([O-])([O-])=O.[K+].[K+], predict the reaction product. The product is: [CH3:19][C:10]1[C:9]([O:8][C:6]2[CH:5]=[CH:4][N:3]=[C:2]([C:24]3[CH:23]=[N:22][N:21]([CH3:20])[CH:25]=3)[CH:7]=2)=[C:14]([CH3:15])[CH:13]=[C:12]([N+:16]([O-:18])=[O:17])[N:11]=1.